This data is from Catalyst prediction with 721,799 reactions and 888 catalyst types from USPTO. The task is: Predict which catalyst facilitates the given reaction. The catalyst class is: 423. Product: [F:19][C:20]1[CH:25]=[CH:24][C:23]([C:26]2[O:27][C:28]3[CH:38]=[C:37]([N:39]([CH3:44])[S:40]([CH3:43])(=[O:41])=[O:42])[C:36]([C:2]4[CH:3]=[C:4]5[C:9](=[CH:10][CH:11]=4)[N:8]=[CH:7][N:6]([C:12]4[CH:17]=[CH:16][CH:15]=[CH:14][CH:13]=4)[C:5]5=[O:18])=[CH:35][C:29]=3[C:30]=2[C:31]([NH:33][CH3:34])=[O:32])=[CH:22][CH:21]=1. Reactant: Br[C:2]1[CH:3]=[C:4]2[C:9](=[CH:10][CH:11]=1)[N:8]=[CH:7][N:6]([C:12]1[CH:17]=[CH:16][CH:15]=[CH:14][CH:13]=1)[C:5]2=[O:18].[F:19][C:20]1[CH:25]=[CH:24][C:23]([C:26]2[O:27][C:28]3[CH:38]=[C:37]([N:39]([CH3:44])[S:40]([CH3:43])(=[O:42])=[O:41])[C:36](B4OC(C)(C)C(C)(C)O4)=[CH:35][C:29]=3[C:30]=2[C:31]([NH:33][CH3:34])=[O:32])=[CH:22][CH:21]=1.[O-]P([O-])([O-])=O.[K+].[K+].[K+].